This data is from Forward reaction prediction with 1.9M reactions from USPTO patents (1976-2016). The task is: Predict the product of the given reaction. Given the reactants [ClH:1].[CH3:2][N:3]([CH3:26])[CH:4]1[CH2:9][CH2:8][N:7]([C:10](=[O:25])[CH2:11][CH2:12][C:13]2[N:14]([CH2:18][C:19]([O:21][CH:22]3[CH2:24][CH2:23]3)=[O:20])[CH:15]=[CH:16][N:17]=2)[CH2:6][CH2:5]1, predict the reaction product. The product is: [ClH:1].[CH3:26][N:3]([CH3:2])[CH:4]1[CH2:9][CH2:8][N:7]([C:10](=[O:25])[CH2:11][CH2:12][C:13]2[N:14]([CH2:18][C:19]([O:21][CH:22]3[CH2:23][CH2:24]3)=[O:20])[CH:15]=[CH:16][N:17]=2)[CH2:6][CH2:5]1.